Dataset: Experimentally validated miRNA-target interactions with 360,000+ pairs, plus equal number of negative samples. Task: Binary Classification. Given a miRNA mature sequence and a target amino acid sequence, predict their likelihood of interaction. (1) The miRNA is mmu-miR-129-1-3p with sequence AAGCCCUUACCCCAAAAAGUAU. The protein sequence of the target gene is MPYLLISTQIRMEVGPTMVGDEQSDPELMQHLGASKRRALGNNFYEYYVDDPPRIVLDKLERRGFRVLSMTGVGQTLVWCLHKE. Result: 0 (no interaction). (2) The miRNA is hsa-miR-522-3p with sequence AAAAUGGUUCCCUUUAGAGUGU. The protein sequence of the target gene is MRVNHTVSTMLPTCMVHRQTMSCSGAGGITAFVAFRDVAVYFTQEEWRLLSPAQRTLHREVMLETYNHLVSLEIPSSKPKLIAQLERGEAPWREERKCPLDLCPESKPEIQLSPSCPLIFSSQQALSQHVWLSHLSQLFSSLWAGNPLHLGKHYPEDQKQQQDPFCFSGKAEWIQEGEDSRLLFGRVSKNGTSKALSSPPEEQQPAQSKEDNTVVDIGSSPERRADLEETDKVLHGLEVSGFGEIKYEEFGPGFIKESNLLSLQKTQTGETPYMYTEWGDSFGSMSVLIKNPRTHSGGKP.... Result: 0 (no interaction). (3) The miRNA is hsa-miR-4742-3p with sequence UCUGUAUUCUCCUUUGCCUGCAG. The protein sequence of the target gene is MVKRKSSEGQEQDGGRGIPLPIQTFLWRQTSAFLRPKLGKQYEASCVSFERVLVENKLHGLSPALSEAIQSISRWELVQAALPHVLHCTATLLSNRNKLGHQDKLGVAETKLLHTLHWMLLEAPQDCNNERFGGTDRGSSWGGSSSAFIHQVENQGSPGQPCQSSSNDEEENNRRKIFQNSMATVELFVFLFAPLVHRIKESDLTFRLASGLVIWQPMWEHRQPGVSGFTALVKPIRNIITAKRSSPINSQSRTCESPNQDARHLEGLQVVCETFQSDSISPKATISGCHRGNSFDGSLS.... Result: 1 (interaction). (4) The miRNA is hsa-miR-506-5p with sequence UAUUCAGGAAGGUGUUACUUAA. The protein sequence of the target gene is MATMLLLLATLAGLFTTTEGQSFHLGKCPSPPVQENFDVKKYLGRWYEIEKIPVSFEKGNCIQANYSLMENGNIKVLNKELRPDGTLNQVEGEAKQSNMSEPAKLEVQFFSLMPPAPYWILATDYESYALVYSCTTFFWFFHVDYVWILGRNPYLPPETITYLKYILTSNDIDIAKITTKDQANCPDFL. Result: 0 (no interaction). (5) The miRNA is hsa-miR-7978 with sequence UCUGGUGUAUAGCGUUGCUCA. The protein sequence of the target gene is MVPKLFTSQICLLLLLGLLAVEGSLHVKPPQFTWAQWFETQHINMTSQQCTNAMQVINNYQRRCKNQNTFLLTTFANVVNVCGNPNMTCPSNKTRKNCHHSGSQVPLIHCNLTTPSPQNISNCRYAQTPANMFYIVACDNRDQRRDPPQYPVVPVHLDRII. Result: 0 (no interaction). (6) The miRNA is hsa-miR-767-3p with sequence UCUGCUCAUACCCCAUGGUUUCU. The protein sequence of the target gene is MAGLTLFVGRLPPSARSDQLEELFSQVGPVKQCFVVTEKGSKACRGFGYVTFSMLEDVQRALKEITTFEGCKIDVTVAKKKLRNKSKETRKNENAESPKKEPKHKKAKVADKKARLIIRNLSFKCSEDDLKAVFTHYGTVLEVNIPKKPDGKMRGFAFVQFKNLLEAGKALKGANMKEIKGRTVAVDWAVAKDKYKDAQHASAPGVKKSSDRKPKESGKKNCRVEEQVEDSDDEEDDDSHDDEEERESTIASPVSVHKRAVKRAAPEESIEEDDSYEDSDLEEGGSSYDEGTVDSESSAE.... Result: 0 (no interaction). (7) The miRNA is hsa-miR-6816-3p with sequence GAAGGACCUGCACCUUCG. The protein sequence of the target gene is MVQAWYMDDAPGDPRQPHRPDPGRPVGLEQLRRLGVLYWKLDADKYENDPELEKIRRERNYSWMDIITICKDKLPNYEEKIKMFYEEHLHLDDEIRYILDGSGYFDVRDKEDQWIRIFMEKGDMVTLPAGIYHRFTVDEKNYTKAMRLFVGEPVWTAYNRPADHFEARGQYVKFLAQTA. Result: 1 (interaction). (8) The miRNA is hsa-miR-548au-3p with sequence UGGCAGUUACUUUUGCACCAG. The protein sequence of the target gene is MASLDLPYRCPRCGEHKRFRSLSSLRAHLEYSHTYETLYILSKTNSICDGAAAAAAAAAAASGFPLAPEPAALLAVPGARREVFESTSFQGKEQATGPSPAGPHLLHHHHHHAPLAHFPADLVPASLPCEELAEPGLVPAARYALREIEIPLGELFARKSVASSACSTPPPGPGPGPCSGPSSASPASPSPADVAYEEGLARLKIRALEKLEVDRRLERLSEEVEQKIAGQVGRLQAELERKAAELETARQESARLGREKEELEERASELSRQVDVSVELLASLKQDLVHKEQELSRKQQ.... Result: 0 (no interaction). (9) The miRNA is hsa-miR-4762-3p with sequence CUUCUGAUCAAGAUUUGUGGUG. The protein sequence of the target gene is MMSDEKNLGVSQKLVSPSRSTSSCSSKQGSRQDSWEVVEGLRGEMNYTQEPPVQKGFLLKKRKWPLKGWHKRFFYLDKGILKYAKSQTDIEREKLHGCIDVGLSVMSVKKSSKCIDLDTEEHIYHLKVKSEEVFDEWVSKLRHHRMYRQNEIAMFPHEVNHFFSGSTITDSSSGVFDSISSRKRSSISKQNLFQTGSNVSFSCGGETRVPLWLQSSEDMEKCSKDLAHCHAYLVEMSQLLQSMDVLHRTYSAPAINAIQGGSFESPKKEKRSHRRWRSRAIGKDAKGTLQVPKPFSGPVR.... Result: 1 (interaction).